This data is from Peptide-MHC class II binding affinity with 134,281 pairs from IEDB. The task is: Regression. Given a peptide amino acid sequence and an MHC pseudo amino acid sequence, predict their binding affinity value. This is MHC class II binding data. (1) The peptide sequence is LMCEIEGHHLASAAI. The MHC is DRB1_1101 with pseudo-sequence DRB1_1101. The binding affinity (normalized) is 0.432. (2) The MHC is HLA-DQA10501-DQB10301 with pseudo-sequence HLA-DQA10501-DQB10301. The binding affinity (normalized) is 0.425. The peptide sequence is VDGMAWFTPVGLAVD. (3) The peptide sequence is NYNCKILPNTLVLDF. The MHC is DRB1_1001 with pseudo-sequence DRB1_1001. The binding affinity (normalized) is 0.753.